The task is: Predict the product of the given reaction.. This data is from Forward reaction prediction with 1.9M reactions from USPTO patents (1976-2016). (1) Given the reactants [Br:1][C:2]1[N:7]=[C:6]([NH2:8])[CH:5]=[CH:4][CH:3]=1.[C:9](Cl)(=[O:14])[C:10]([CH3:13])([CH3:12])[CH3:11].C(N(C(C)C)C(C)C)C, predict the reaction product. The product is: [Br:1][C:2]1[N:7]=[C:6]([NH:8][C:9](=[O:14])[C:10]([CH3:13])([CH3:12])[CH3:11])[CH:5]=[CH:4][CH:3]=1. (2) Given the reactants [NH2:1][CH2:2][C:3]1[CH:4]=[C:5]([NH:9][C:10]2[N:15]=[C:14]([C:16]3[S:20][C:19]([NH:21][CH3:22])=[N:18][C:17]=3[CH3:23])[CH:13]=[CH:12][N:11]=2)[CH:6]=[CH:7][CH:8]=1.[F:24][C:25]([F:31])([F:30])[S:26](Cl)(=[O:28])=[O:27], predict the reaction product. The product is: [F:24][C:25]([F:31])([F:30])[S:26]([NH:1][CH2:2][C:3]1[CH:8]=[CH:7][CH:6]=[C:5]([NH:9][C:10]2[N:15]=[C:14]([C:16]3[S:20][C:19]([NH:21][CH3:22])=[N:18][C:17]=3[CH3:23])[CH:13]=[CH:12][N:11]=2)[CH:4]=1)(=[O:28])=[O:27]. (3) The product is: [OH:18][C@@H:19]1[CH2:35][C:34]2[C@@:22]([CH3:43])([CH:23]3[CH:31]([CH2:32][CH:33]=2)[CH:30]2[C@@:26]([CH3:42])([C@@H:27]([C:36]4[CH2:40][O:39][C:38](=[O:41])[CH:37]=4)[CH2:28][CH2:29]2)[CH2:25][CH2:24]3)[CH2:21][CH2:20]1. Given the reactants [Si]([O:18][C@@H:19]1[CH2:35][C:34]2[C@@:22]([CH3:43])([CH:23]3[CH:31]([CH2:32][CH:33]=2)[CH:30]2[C@@:26]([CH3:42])([C@@H:27]([C:36]4[CH2:40][O:39][C:38](=[O:41])[CH:37]=4)[CH2:28][CH2:29]2)[CH2:25][CH2:24]3)[CH2:21][CH2:20]1)(C(C)(C)C)(C1C=CC=CC=1)C1C=CC=CC=1, predict the reaction product. (4) Given the reactants I[C:2]1[CH:15]=[CH:14][C:5]([NH:6][C:7](=[O:13])[O:8][C:9]([CH3:12])([CH3:11])[CH3:10])=[C:4]([CH3:16])[CH:3]=1.C([Li])CCC.[F:22][C:23]([F:38])([F:37])[C:24]([C:26]1[CH:31]=[CH:30][C:29]([O:32][C:33]([F:36])([F:35])[F:34])=[CH:28][CH:27]=1)=[O:25].[Cl-].[NH4+], predict the reaction product. The product is: [F:22][C:23]([F:37])([F:38])[C:24]([C:2]1[CH:15]=[CH:14][C:5]([NH:6][C:7](=[O:13])[O:8][C:9]([CH3:12])([CH3:11])[CH3:10])=[C:4]([CH3:16])[CH:3]=1)([OH:25])[C:26]1[CH:27]=[CH:28][C:29]([O:32][C:33]([F:35])([F:36])[F:34])=[CH:30][CH:31]=1. (5) The product is: [CH2:20]([C@@:13]1([CH2:18][CH3:19])[NH:12][C@H:11]([C:24]2[CH:29]=[CH:28][CH:27]=[CH:26][CH:25]=2)[C:10]2[CH:30]=[C:31]([O:32][CH3:33])[C:7](/[CH:45]=[CH:44]/[C:43]([O:47][CH2:48][CH3:49])=[O:46])=[CH:8][C:9]=2[S:15](=[O:16])(=[O:17])[CH2:14]1)[CH2:21][CH2:22][CH3:23]. Given the reactants FC(F)(F)S(O[C:7]1[C:31]([O:32][CH3:33])=[CH:30][C:10]2[C@@H:11]([C:24]3[CH:29]=[CH:28][CH:27]=[CH:26][CH:25]=3)[NH:12][C@@:13]([CH2:20][CH2:21][CH2:22][CH3:23])([CH2:18][CH3:19])[CH2:14][S:15](=[O:17])(=[O:16])[C:9]=2[CH:8]=1)(=O)=O.C(N(CC)CC)C.[C:43]([O:47][CH2:48][CH3:49])(=[O:46])[CH:44]=[CH2:45], predict the reaction product.